Dataset: NCI-60 drug combinations with 297,098 pairs across 59 cell lines. Task: Regression. Given two drug SMILES strings and cell line genomic features, predict the synergy score measuring deviation from expected non-interaction effect. (1) Drug 1: CCC1=CC2CC(C3=C(CN(C2)C1)C4=CC=CC=C4N3)(C5=C(C=C6C(=C5)C78CCN9C7C(C=CC9)(C(C(C8N6C)(C(=O)OC)O)OC(=O)C)CC)OC)C(=O)OC.C(C(C(=O)O)O)(C(=O)O)O. Drug 2: CC1=C(C=C(C=C1)C(=O)NC2=CC(=CC(=C2)C(F)(F)F)N3C=C(N=C3)C)NC4=NC=CC(=N4)C5=CN=CC=C5. Cell line: OVCAR-4. Synergy scores: CSS=22.2, Synergy_ZIP=-4.70, Synergy_Bliss=3.64, Synergy_Loewe=-8.91, Synergy_HSA=2.23. (2) Drug 1: C1=CC(=CC=C1CCCC(=O)O)N(CCCl)CCCl. Drug 2: C(CCl)NC(=O)N(CCCl)N=O. Synergy scores: CSS=40.3, Synergy_ZIP=-4.07, Synergy_Bliss=-6.57, Synergy_Loewe=-8.78, Synergy_HSA=-6.49. Cell line: NCIH23. (3) Drug 1: CCN(CC)CCNC(=O)C1=C(NC(=C1C)C=C2C3=C(C=CC(=C3)F)NC2=O)C. Drug 2: CC1=C(N=C(N=C1N)C(CC(=O)N)NCC(C(=O)N)N)C(=O)NC(C(C2=CN=CN2)OC3C(C(C(C(O3)CO)O)O)OC4C(C(C(C(O4)CO)O)OC(=O)N)O)C(=O)NC(C)C(C(C)C(=O)NC(C(C)O)C(=O)NCCC5=NC(=CS5)C6=NC(=CS6)C(=O)NCCC[S+](C)C)O. Cell line: NCI-H460. Synergy scores: CSS=27.2, Synergy_ZIP=-5.39, Synergy_Bliss=-4.11, Synergy_Loewe=-15.1, Synergy_HSA=-2.92. (4) Cell line: SK-MEL-28. Synergy scores: CSS=18.9, Synergy_ZIP=-3.98, Synergy_Bliss=-8.23, Synergy_Loewe=-52.6, Synergy_HSA=-8.47. Drug 1: C1CC(=O)NC(=O)C1N2C(=O)C3=CC=CC=C3C2=O. Drug 2: B(C(CC(C)C)NC(=O)C(CC1=CC=CC=C1)NC(=O)C2=NC=CN=C2)(O)O.